Dataset: Reaction yield outcomes from USPTO patents with 853,638 reactions. Task: Predict the reaction yield, written as a fraction of the theoretical maximum amount of product (1.0 means a 100% yield; for example, 0.34 means a 34% yield). (1) The reactants are [F:1][C:2]([F:7])([F:6])[C:3]([CH3:5])=O.[Cl:8][C:9]1[C:10](=[N:15][NH2:16])[NH:11][CH:12]=[CH:13][CH:14]=1. No catalyst specified. The product is [F:1][C:2]([F:7])([F:6])[C:3](=[N:16][N:15]=[C:10]1[C:9]([Cl:8])=[CH:14][CH:13]=[CH:12][NH:11]1)[CH3:5]. The yield is 0.660. (2) The reactants are [N:1]12[CH2:8][CH2:7][C:4]([C:9]([C:18]3[CH:23]=[CH:22][CH:21]=[CH:20][CH:19]=3)([C:12]3[CH:17]=[CH:16][CH:15]=[CH:14][CH:13]=3)[C:10]#[N:11])([CH2:5][CH2:6]1)[CH2:3][CH2:2]2.[Br:24][CH2:25][CH2:26][CH2:27][CH2:28][CH2:29][CH2:30][CH2:31][CH2:32][CH3:33]. No catalyst specified. The product is [Br-:24].[C:10]([C:9]([C:18]1[CH:19]=[CH:20][CH:21]=[CH:22][CH:23]=1)([C:12]1[CH:13]=[CH:14][CH:15]=[CH:16][CH:17]=1)[C:4]12[CH2:5][CH2:6][N+:1]([CH2:25][CH2:26][CH2:27][CH2:28][CH2:29][CH2:30][CH2:31][CH2:32][CH3:33])([CH2:2][CH2:3]1)[CH2:8][CH2:7]2)#[N:11]. The yield is 0.786. (3) The reactants are [CH3:1][O:2][CH2:3][CH:4]([N:8]1[C:17]2[C:12](=[CH:13][C:14]([C:18]3[CH:19]=[N:20][C:21]([NH:33][C:34](=[O:38])[NH:35][CH2:36][CH3:37])=[CH:22][C:23]=3[C:24]3[S:25][CH:26]=[C:27]([C:29]([F:32])([F:31])[F:30])[N:28]=3)=[CH:15][CH:16]=2)[C:11](=[O:39])[C:10]([C:40]([N:42]2[CH2:47][CH2:46][N:45](C(OC(C)(C)C)=O)[CH2:44][CH2:43]2)=[O:41])=[CH:9]1)[CH2:5][O:6][CH3:7].FC(F)(F)C(O)=O. The catalyst is ClCCl. The product is [CH3:7][O:6][CH2:5][CH:4]([N:8]1[C:17]2[C:12](=[CH:13][C:14]([C:18]3[C:23]([C:24]4[S:25][CH:26]=[C:27]([C:29]([F:32])([F:30])[F:31])[N:28]=4)=[CH:22][C:21]([NH:33][C:34]([NH:35][CH2:36][CH3:37])=[O:38])=[N:20][CH:19]=3)=[CH:15][CH:16]=2)[C:11](=[O:39])[C:10]([C:40]([N:42]2[CH2:43][CH2:44][NH:45][CH2:46][CH2:47]2)=[O:41])=[CH:9]1)[CH2:3][O:2][CH3:1]. The yield is 0.720. (4) The reactants are [Br:1][C:2]1[C:3]([F:12])=[C:4]([CH:7]=[CH:8][C:9]=1[O:10][CH3:11])[CH:5]=[O:6].CO.[BH4-].[Na+]. The catalyst is ClCCl. The product is [Br:1][C:2]1[C:3]([F:12])=[C:4]([CH2:5][OH:6])[CH:7]=[CH:8][C:9]=1[O:10][CH3:11]. The yield is 0.570. (5) The reactants are [CH3:1][C:2]([CH3:35])([O:4][C:5]([N:7]1[C:13]2[CH:14]=[CH:15][CH:16]=[CH:17][C:12]=2[C:11]2=[C:18]([CH:29]3[CH2:34][CH2:33][CH2:32][CH2:31][CH2:30]3)[C:19]3[CH:20]=[CH:21][C:22]([C:25]([O:27]C)=[O:26])=[CH:23][C:24]=3[N:10]2[CH2:9][CH2:8]1)=[O:6])[CH3:3]. The catalyst is CO.C1COCC1.[OH-].[Na+]. The product is [CH3:3][C:2]([CH3:35])([O:4][C:5]([N:7]1[C:13]2[CH:14]=[CH:15][CH:16]=[CH:17][C:12]=2[C:11]2=[C:18]([CH:29]3[CH2:30][CH2:31][CH2:32][CH2:33][CH2:34]3)[C:19]3[CH:20]=[CH:21][C:22]([C:25]([OH:27])=[O:26])=[CH:23][C:24]=3[N:10]2[CH2:9][CH2:8]1)=[O:6])[CH3:1]. The yield is 0.960. (6) The yield is 0.500. The product is [F:10][C:6]1[C:7]([I:9])=[CH:8][C:3](=[O:11])[NH:4][CH:5]=1. The catalyst is O. The reactants are Cl.F[C:3]1[CH:8]=[C:7]([I:9])[C:6]([F:10])=[CH:5][N:4]=1.[O:11]1CCOCC1. (7) The reactants are [OH:1][C:2]1[CH:9]=[C:8]([N+:10]([O-:12])=[O:11])[CH:7]=[CH:6][C:3]=1[CH2:4][NH2:5].CCN(CC)CC.[Cl:20][CH2:21][CH2:22][N:23]([CH2:28][CH2:29][Cl:30])[P:24](Cl)(Cl)=[O:25]. The catalyst is CCOC(C)=O. The product is [N+:10]([C:8]1[CH:7]=[CH:6][C:3]2[CH2:4][NH:5][P:24](=[O:25])([N:23]([CH2:28][CH2:29][Cl:30])[CH2:22][CH2:21][Cl:20])[O:1][C:2]=2[CH:9]=1)([O-:12])=[O:11]. The yield is 0.619. (8) The reactants are [CH2:1]([C:3]1[CH:8]=[CH:7][C:6]([C:9]2[CH:14]=[C:13]([C:15]([F:18])([F:17])[F:16])[N:12]3[N:19]=[CH:20][C:21]([C:22]([O:24][CH2:25][CH3:26])=[O:23])=[C:11]3[N:10]=2)=[CH:5][CH:4]=1)[CH3:2].[BH4-].[Na+]. The catalyst is CO. The product is [CH2:1]([C:3]1[CH:8]=[CH:7][C:6]([C@H:9]2[CH2:14][C@@H:13]([C:15]([F:18])([F:16])[F:17])[N:12]3[N:19]=[CH:20][C:21]([C:22]([O:24][CH2:25][CH3:26])=[O:23])=[C:11]3[NH:10]2)=[CH:5][CH:4]=1)[CH3:2]. The yield is 0.930. (9) The reactants are Cl[C:2]1[CH:7]=[C:6]([Cl:8])[CH:5]=[CH:4][C:3]=1[CH:9]([F:12])[CH2:10][NH2:11].[Cl:13][C:14]1[CH:15]=[C:16]2[C:21](=[CH:22][C:23]=1[O:24][C:25]1[CH:33]=[CH:32][C:28]([C:29](O)=[O:30])=[CH:27][CH:26]=1)[O:20][CH2:19][CH2:18][CH:17]2[C:34]([O:36][CH2:37][CH3:38])=[O:35].N1C2C(=NC=CC=2)N(O)N=1.Cl.C(N=C=NCCCN(C)C)C. The catalyst is CN(C=O)C.CCOC(C)=O. The product is [Cl:13][C:14]1[CH:15]=[C:16]2[C:21](=[CH:22][C:23]=1[O:24][C:25]1[CH:33]=[CH:32][C:28]([C:29](=[O:30])[NH:11][CH2:10][CH:9]([C:3]3[CH:4]=[CH:5][C:6]([Cl:8])=[CH:7][CH:2]=3)[F:12])=[CH:27][CH:26]=1)[O:20][CH2:19][CH2:18][CH:17]2[C:34]([O:36][CH2:37][CH3:38])=[O:35]. The yield is 0.938. (10) The reactants are [CH:1]1([CH:7]([NH:18][C:19]2[CH:24]=[CH:23][C:22]([C:25]([N:27]([CH3:35])[CH2:28][CH2:29][C:30]([O:32]CC)=[O:31])=[O:26])=[CH:21][CH:20]=2)[C:8]2[S:16][C:11]3=[N:12][CH:13]=[CH:14][CH:15]=[C:10]3[C:9]=2[CH3:17])[CH2:6][CH2:5][CH2:4][CH2:3][CH2:2]1.O1CCCC1.[OH-].[Na+]. The catalyst is C(O)C. The product is [CH:1]1([CH:7]([NH:18][C:19]2[CH:20]=[CH:21][C:22]([C:25]([N:27]([CH3:35])[CH2:28][CH2:29][C:30]([OH:32])=[O:31])=[O:26])=[CH:23][CH:24]=2)[C:8]2[S:16][C:11]3=[N:12][CH:13]=[CH:14][CH:15]=[C:10]3[C:9]=2[CH3:17])[CH2:6][CH2:5][CH2:4][CH2:3][CH2:2]1. The yield is 0.880.